From a dataset of Peptide-MHC class I binding affinity with 185,985 pairs from IEDB/IMGT. Regression. Given a peptide amino acid sequence and an MHC pseudo amino acid sequence, predict their binding affinity value. This is MHC class I binding data. (1) The peptide sequence is QDFTEVQLGI. The MHC is Mamu-A11 with pseudo-sequence Mamu-A11. The binding affinity (normalized) is 0.416. (2) The peptide sequence is RVLGRVLPY. The MHC is HLA-A26:02 with pseudo-sequence HLA-A26:02. The binding affinity (normalized) is 0.0847. (3) The peptide sequence is IDFYLCFLAF. The MHC is HLA-B45:01 with pseudo-sequence HLA-B45:01. The binding affinity (normalized) is 0.560. (4) The peptide sequence is FEMKAPFSS. The MHC is HLA-B18:01 with pseudo-sequence HLA-B18:01. The binding affinity (normalized) is 0.481. (5) The peptide sequence is EGGVGWRHW. The MHC is HLA-B08:01 with pseudo-sequence HLA-B08:01. The binding affinity (normalized) is 0. (6) The peptide sequence is YQIEGAWRA. The binding affinity (normalized) is 0.0847. The MHC is HLA-B15:17 with pseudo-sequence HLA-B15:17. (7) The peptide sequence is HTLFYRDV. The MHC is H-2-Db with pseudo-sequence H-2-Db. The binding affinity (normalized) is 0. (8) The peptide sequence is YMPTVIEEL. The MHC is HLA-A02:03 with pseudo-sequence HLA-A02:03. The binding affinity (normalized) is 0.582. (9) The peptide sequence is QSYRQYRNY. The MHC is HLA-A11:01 with pseudo-sequence HLA-A11:01. The binding affinity (normalized) is 0.318. (10) The peptide sequence is TVKTNLYMK. The MHC is HLA-A33:01 with pseudo-sequence HLA-A33:01. The binding affinity (normalized) is 0.191.